Predict the reaction yield, written as a fraction of the theoretical maximum amount of product (1.0 means a 100% yield; for example, 0.34 means a 34% yield). From a dataset of Reaction yield outcomes from USPTO patents with 853,638 reactions. (1) The yield is 0.0700. The reactants are [C:1]([O:9][CH2:10][C:11]1[C:20]([C:21]2[CH:26]=[CH:25][CH:24]=[C:23]([O:27]COC)[C:22]=2[O:31][CH3:32])=[CH:19][CH:18]=[C:17]2[C:12]=1[C:13]([CH3:35])=[CH:14][C:15]([CH3:34])([CH3:33])[NH:16]2)(=[O:8])[C:2]1[CH:7]=[CH:6][CH:5]=[CH:4][CH:3]=1.Cl.O1CCOCC1. The product is [C:1]([O:9][CH2:10][C:11]1[C:20]([C:21]2[CH:26]=[CH:25][CH:24]=[C:23]([OH:27])[C:22]=2[O:31][CH3:32])=[CH:19][CH:18]=[C:17]2[C:12]=1[C:13]([CH3:35])=[CH:14][C:15]([CH3:34])([CH3:33])[NH:16]2)(=[O:8])[C:2]1[CH:3]=[CH:4][CH:5]=[CH:6][CH:7]=1. The catalyst is O1CCOCC1. (2) The reactants are [CH3:1][O:2][C:3]1[C:12]2[CH2:13][NH:14][C:15](=[O:16])[C:11]=2[C:10]([O:17][CH2:18][C:19]2[CH:24]=[CH:23][C:22]([O:25][CH3:26])=[CH:21][CH:20]=2)=[C:9]2[C:4]=1[CH:5]=[CH:6][CH:7]=[N:8]2.[H-].[Na+].[F:29][C:30]([F:40])([F:39])[C:31]1[CH:38]=[CH:37][C:34]([CH2:35]Br)=[CH:33][CH:32]=1. The yield is 0.350. The product is [CH3:1][O:2][C:3]1[C:12]2[CH2:13][N:14]([CH2:35][C:34]3[CH:33]=[CH:32][C:31]([C:30]([F:29])([F:39])[F:40])=[CH:38][CH:37]=3)[C:15](=[O:16])[C:11]=2[C:10]([O:17][CH2:18][C:19]2[CH:24]=[CH:23][C:22]([O:25][CH3:26])=[CH:21][CH:20]=2)=[C:9]2[C:4]=1[CH:5]=[CH:6][CH:7]=[N:8]2. The catalyst is CN(C)C=O. (3) The reactants are C([Li])CCC.C(NC(C)C)(C)C.[C:13]([C:15]1[C:16]([C:21]([CH3:25])([CH3:24])[C:22]#[N:23])=[N:17][CH:18]=[CH:19][CH:20]=1)#[CH:14].Cl[C:27]([O:29][CH2:30][CH3:31])=[O:28]. The catalyst is C1COCC1.O.CO.CCOC(C)=O.CCCCCC. The product is [C:22]([C:21]([C:16]1[C:15]([C:13]#[C:14][C:27]([O:29][CH2:30][CH3:31])=[O:28])=[CH:20][CH:19]=[CH:18][N:17]=1)([CH3:25])[CH3:24])#[N:23]. The yield is 0.740. (4) The reactants are [Cl-].[CH3:2][O:3][C:4]1[CH:11]=[CH:10][CH:9]=[CH:8][C:5]=1[CH2:6][Zn+].C1COCC1.[O:17]1[C:21]2[CH:22]=[CH:23][C:24]([C:26]3([C:29]([NH:31][C:32]4[N:33]=[N:34][C:35](Cl)=[CH:36][CH:37]=4)=[O:30])[CH2:28][CH2:27]3)=[CH:25][C:20]=2[O:19][CH2:18]1. The catalyst is C1C=CC(P(C2C=CC=CC=2)[C-]2C=CC=C2)=CC=1.C1C=CC(P(C2C=CC=CC=2)[C-]2C=CC=C2)=CC=1.Cl[Pd]Cl.[Fe+2]. The product is [O:17]1[C:21]2[CH:22]=[CH:23][C:24]([C:26]3([C:29]([NH:31][C:32]4[N:33]=[N:34][C:35]([CH2:6][C:5]5[CH:8]=[CH:9][CH:10]=[CH:11][C:4]=5[O:3][CH3:2])=[CH:36][CH:37]=4)=[O:30])[CH2:28][CH2:27]3)=[CH:25][C:20]=2[O:19][CH2:18]1. The yield is 0.520. (5) The reactants are FC(F)(F)C(O)=O.[Cl:8][C:9]1[C:10]([NH:31][C@@H:32]2[C@@H:37]3[CH2:38][C@@H:34]([CH:35]=[CH:36]3)[C@@H:33]2[C:39]([NH2:41])=[O:40])=[C:11]2[N:17]=[C:16]([C:18]3[CH:23]=CC(CN4CCOCC4)=C[CH:19]=3)[NH:15][C:12]2=[N:13][CH:14]=1.NC1C(N)=C(N[C@@H]2[C@@H]3C[C@@H](C=C3)[C@@H]2C(N)=O)C(Cl)=CN=1.[C:62]([O:66][C:67]([N:69]1CCC[CH:71](C=O)[CH2:70]1)=[O:68])([CH3:65])([CH3:64])[CH3:63]. No catalyst specified. The product is [C:62]([O:66][C:67]([N:69]1[CH2:70][CH2:71][CH2:19][CH:18]([C:16]2[NH:15][C:12]3=[N:13][CH:14]=[C:9]([Cl:8])[C:10]([NH:31][C@H:32]4[C@@H:33]([C:39](=[O:40])[NH2:41])[C@H:34]5[CH2:38][C@@H:37]4[CH:36]=[CH:35]5)=[C:11]3[N:17]=2)[CH2:23]1)=[O:68])([CH3:65])([CH3:64])[CH3:63]. The yield is 0.650. (6) The reactants are [CH3:1][O:2][C:3]1[CH:8]=[C:7]([O:9][CH3:10])[CH:6]=[CH:5][C:4]=1[C:11]1[C:19]2[O:18][CH:17]([CH2:20][NH:21]C(=O)OCC3C=CC=CC=3)[CH2:16][C:15]=2[CH:14]=[CH:13][CH:12]=1. The catalyst is [Pd]. The product is [CH3:1][O:2][C:3]1[CH:8]=[C:7]([O:9][CH3:10])[CH:6]=[CH:5][C:4]=1[C:11]1[C:19]2[O:18][CH:17]([CH2:20][NH2:21])[CH2:16][C:15]=2[CH:14]=[CH:13][CH:12]=1. The yield is 0.480. (7) The reactants are [NH2:1][C:2]1[C:11]2[C:6](=[C:7](Br)[CH:8]=[CH:9][CH:10]=2)[N:5]=[N:4][C:3]=1[C:13]([NH:15][CH2:16][CH2:17][CH3:18])=[O:14].[F:19][C:20]1[CH:25]=[C:24]([O:26][CH3:27])[CH:23]=[CH:22][C:21]=1B(O)O. No catalyst specified. The product is [NH2:1][C:2]1[C:11]2[C:6](=[C:7]([C:21]3[CH:22]=[CH:23][C:24]([O:26][CH3:27])=[CH:25][C:20]=3[F:19])[CH:8]=[CH:9][CH:10]=2)[N:5]=[N:4][C:3]=1[C:13]([NH:15][CH2:16][CH2:17][CH3:18])=[O:14]. The yield is 0.660. (8) The reactants are C(O[BH-](OC(=O)C)OC(=O)C)(=O)C.[Na+].[NH:15]1[CH2:20][CH2:19][CH:18]([O:21][C:22]2[CH:27]=[CH:26][C:25]([N:28]3[CH2:33][CH2:32][N:31]([C:34]([O:36][CH2:37][C:38]4[CH:43]=[CH:42][CH:41]=[CH:40][CH:39]=4)=[O:35])[CH2:30][CH2:29]3)=[CH:24][CH:23]=2)[CH2:17][CH2:16]1.[C:44]1(=O)[CH2:47][CH2:46][CH2:45]1.CO. The catalyst is ClCCl. The product is [CH:44]1([N:15]2[CH2:20][CH2:19][CH:18]([O:21][C:22]3[CH:23]=[CH:24][C:25]([N:28]4[CH2:29][CH2:30][N:31]([C:34]([O:36][CH2:37][C:38]5[CH:43]=[CH:42][CH:41]=[CH:40][CH:39]=5)=[O:35])[CH2:32][CH2:33]4)=[CH:26][CH:27]=3)[CH2:17][CH2:16]2)[CH2:47][CH2:46][CH2:45]1. The yield is 0.780.